Predict the product of the given reaction. From a dataset of Forward reaction prediction with 1.9M reactions from USPTO patents (1976-2016). (1) Given the reactants [C:1]([O:5][C:6]([C:8]1[C:12]([CH3:13])=[C:11]([C:14](=[O:24])[NH:15][CH2:16][CH2:17][CH2:18][CH2:19][CH2:20][CH2:21][CH2:22]C)[S:10][C:9]=1[NH:25][C:26]([NH:28][CH2:29][CH2:30][CH2:31][CH2:32][CH2:33][CH2:34][CH2:35][CH3:36])=[O:27])=[O:7])([CH3:4])([CH3:3])[CH3:2].C(N)C1C=CC=CC=1.C(Cl)(Cl)Cl, predict the reaction product. The product is: [C:1]([O:5][C:6]([C:8]1[C:12]([CH3:13])=[C:11]([C:14](=[O:24])[NH:15][CH2:16][C:17]2[CH:18]=[CH:19][CH:20]=[CH:21][CH:22]=2)[S:10][C:9]=1[NH:25][C:26]([NH:28][CH2:29][CH2:30][CH2:31][CH2:32][CH2:33][CH2:34][CH2:35][CH3:36])=[O:27])=[O:7])([CH3:2])([CH3:3])[CH3:4]. (2) Given the reactants [F:1][C:2]1[CH:7]=[CH:6][C:5]([F:8])=[CH:4][C:3]=1[OH:9].[Br:10][CH2:11][CH2:12][CH2:13]Br.C(=O)([O-])[O-].[K+].[K+], predict the reaction product. The product is: [Br:10][CH2:11][CH2:12][CH2:13][O:9][C:3]1[CH:4]=[C:5]([F:8])[CH:6]=[CH:7][C:2]=1[F:1]. (3) The product is: [CH3:35][O:36][C:37]1[C:42]2[N:43]=[C:44]([NH:46][C:6](=[O:8])[C:5]3[CH:9]=[CH:10][C:2]([CH3:1])=[N:3][CH:4]=3)[S:45][C:41]=2[C:40]([CH:47]2[CH2:52][CH2:51][O:50][CH2:49][CH2:48]2)=[CH:39][CH:38]=1. Given the reactants [CH3:1][C:2]1[CH:10]=[CH:9][C:5]([C:6]([OH:8])=O)=[CH:4][N:3]=1.CN(C(ON1N=NC2C=CC=NC1=2)=[N+](C)C)C.F[P-](F)(F)(F)(F)F.[CH3:35][O:36][C:37]1[C:42]2[N:43]=[C:44]([NH2:46])[S:45][C:41]=2[C:40]([CH:47]2[CH2:52][CH2:51][O:50][CH2:49][CH2:48]2)=[CH:39][CH:38]=1, predict the reaction product. (4) Given the reactants ClC1C=CC=C(Cl)C=1C(NC1C(C2NC3C=CC(CN4CCOCC4)=CC=3N=2)=NNC=1)=O.[Cl:33][C:34]1[CH:50]=[CH:49][CH:48]=[C:47]([F:51])[C:35]=1[C:36]([NH:38][C:39]1[C:40]([C:44](O)=O)=[N:41][NH:42][CH:43]=1)=[O:37].[NH2:52][C:53]1[CH:54]=[C:55]([C:60]([N:62]2[CH2:67][CH2:66][O:65][CH2:64][CH2:63]2)=[O:61])[CH:56]=[CH:57][C:58]=1[NH2:59], predict the reaction product. The product is: [Cl:33][C:34]1[CH:50]=[CH:49][CH:48]=[C:47]([F:51])[C:35]=1[C:36]([NH:38][C:39]1[C:40]([C:44]2[NH:59][C:58]3[CH:57]=[CH:56][C:55]([C:60]([N:62]4[CH2:63][CH2:64][O:65][CH2:66][CH2:67]4)=[O:61])=[CH:54][C:53]=3[N:52]=2)=[N:41][NH:42][CH:43]=1)=[O:37]. (5) Given the reactants [OH:1][CH2:2][C:3]1[CH:4]=[CH:5][C:6]([NH:10][C:11](=[O:16])[C:12]([CH3:15])([CH3:14])[CH3:13])=[N:7][C:8]=1[CH3:9].Br[CH2:18][CH:19]1[CH2:21][CH2:20]1, predict the reaction product. The product is: [CH:19]1([CH2:18][O:1][CH2:2][C:3]2[CH:4]=[CH:5][C:6]([NH:10][C:11](=[O:16])[C:12]([CH3:13])([CH3:15])[CH3:14])=[N:7][C:8]=2[CH3:9])[CH2:21][CH2:20]1. (6) Given the reactants [N:1]1[CH:6]=[CH:5][CH:4]=[CH:3][C:2]=1[C:7]1[C:11]([O:12][C:13]2[CH:18]=[CH:17][N:16]=[C:15]([NH:19][C:20]3[CH:21]=[CH:22][C:23]([C:26]([OH:29])([CH3:28])[CH3:27])=[N:24][CH:25]=3)[CH:14]=2)=[CH:10][N:9](COCC[Si](C)(C)C)[N:8]=1.C([SiH](CC)CC)C, predict the reaction product. The product is: [N:1]1[CH:6]=[CH:5][CH:4]=[CH:3][C:2]=1[C:7]1[C:11]([O:12][C:13]2[CH:18]=[CH:17][N:16]=[C:15]([NH:19][C:20]3[CH:21]=[CH:22][C:23]([C:26]([OH:29])([CH3:27])[CH3:28])=[N:24][CH:25]=3)[CH:14]=2)=[CH:10][NH:9][N:8]=1. (7) Given the reactants Br[C:2]1[CH:3]=[C:4]([CH2:20][OH:21])[CH:5]=[CH:6][C:7]=1[C:8]#[C:9][CH2:10][CH2:11][CH2:12][CH2:13][C:14]1[CH:19]=[CH:18][CH:17]=[CH:16][CH:15]=1.[Li]CCCC, predict the reaction product. The product is: [C:14]1([CH2:13][CH2:12][CH2:11][CH2:10][C:9]#[C:8][C:7]2[CH:2]=[CH:3][C:4]([CH2:20][OH:21])=[CH:5][CH:6]=2)[CH:15]=[CH:16][CH:17]=[CH:18][CH:19]=1. (8) Given the reactants [H-].[Na+].[C:3]1([SH:9])[CH:8]=[CH:7][CH:6]=[CH:5][CH:4]=1.Cl[C:11]1[CH:20]=[CH:19][C:18]2[C:13](=[C:14]([C:21]3[NH:29][C:28]4[CH2:27][CH2:26][NH:25][C:24](=[O:30])[C:23]=4[CH:22]=3)[CH:15]=[CH:16][CH:17]=2)[N:12]=1.CO, predict the reaction product. The product is: [C:3]1([S:9][C:11]2[CH:20]=[CH:19][C:18]3[C:13](=[C:14]([C:21]4[NH:29][C:28]5[CH2:27][CH2:26][NH:25][C:24](=[O:30])[C:23]=5[CH:22]=4)[CH:15]=[CH:16][CH:17]=3)[N:12]=2)[CH:8]=[CH:7][CH:6]=[CH:5][CH:4]=1. (9) Given the reactants [CH3:1][O:2][C:3]1[CH:4]=[C:5]([N:12]2[CH2:17][CH2:16][CH:15]([N:18]3[CH2:23][CH2:22][NH:21][CH2:20][CH2:19]3)[CH2:14][CH2:13]2)[CH:6]=[CH:7][C:8]=1[N+:9]([O-:11])=[O:10].I[CH2:25][CH2:26][F:27], predict the reaction product. The product is: [F:27][CH2:26][CH2:25][N:21]1[CH2:20][CH2:19][N:18]([CH:15]2[CH2:14][CH2:13][N:12]([C:5]3[CH:6]=[CH:7][C:8]([N+:9]([O-:11])=[O:10])=[C:3]([O:2][CH3:1])[CH:4]=3)[CH2:17][CH2:16]2)[CH2:23][CH2:22]1. (10) Given the reactants [F:1][C:2]1[CH:27]=[C:26]([NH:28][C:29]([NH:31][C:32](=[O:41])[CH2:33][C:34]2[CH:39]=[CH:38][C:37]([F:40])=[CH:36][CH:35]=2)=[S:30])[CH:25]=[CH:24][C:3]=1[O:4][C:5]1[C:14]2[C:9](=[CH:10][C:11]([O:22][CH3:23])=[C:12]([C:15]([O:17]C(C)(C)C)=[O:16])[CH:13]=2)[N:8]=[CH:7][CH:6]=1.[ClH:42].O1CCOCC1, predict the reaction product. The product is: [ClH:42].[F:1][C:2]1[CH:27]=[C:26]([NH:28][C:29]([NH:31][C:32](=[O:41])[CH2:33][C:34]2[CH:35]=[CH:36][C:37]([F:40])=[CH:38][CH:39]=2)=[S:30])[CH:25]=[CH:24][C:3]=1[O:4][C:5]1[C:14]2[C:9](=[CH:10][C:11]([O:22][CH3:23])=[C:12]([C:15]([OH:17])=[O:16])[CH:13]=2)[N:8]=[CH:7][CH:6]=1.